Dataset: CYP2D6 inhibition data for predicting drug metabolism from PubChem BioAssay. Task: Regression/Classification. Given a drug SMILES string, predict its absorption, distribution, metabolism, or excretion properties. Task type varies by dataset: regression for continuous measurements (e.g., permeability, clearance, half-life) or binary classification for categorical outcomes (e.g., BBB penetration, CYP inhibition). Dataset: cyp2d6_veith. (1) The compound is CCN1CCN(C(=S)c2ccc(Br)cc2)CC1. The result is 1 (inhibitor). (2) The drug is CCOc1ccc(C(=O)CCC(=O)O)cc1. The result is 0 (non-inhibitor). (3) The molecule is COC(=O)[C@@]1(Cc2ccc(OC)cc2)[C@H]2c3cc(C(=O)N(C)C)n(Cc4ccc(S(C)(=O)=O)cc4)c3C[C@H]2CN1C(=O)c1ccccc1. The result is 0 (non-inhibitor). (4) The compound is COc1ccc(N(C(=O)COc2ccccc2OC)S(=O)(=O)c2ccc(C)cc2)cc1. The result is 0 (non-inhibitor). (5) The molecule is COCCn1c(=O)cnc2cnc(N(C)C)nc21. The result is 0 (non-inhibitor). (6) The molecule is CN[C@@H](C)[C@H]1CC[C@@H](N)[C@@H](O[C@H]2[C@@H](N)C[C@@H](N)[C@H](O[C@H]3OC[C@@](C)(O)[C@@H](NC)[C@@H]3O)[C@@H]2O)O1.CN[C@H]1[C@H](O)[C@@H](O[C@H]2[C@H](N)C[C@H](N)[C@H](O[C@H]3O[C@@H](CN)CC[C@H]3N)[C@H]2O)OC[C@@]1(C)O.CN[C@H]1[C@H](O)[C@@H](O[C@H]2[C@H](N)C[C@H](N)[C@H](O[C@H]3O[C@@H]([C@H](C)N)CC[C@H]3N)[C@H]2O)OC[C@@]1(C)O.O=S(=O)(O)O. The result is 0 (non-inhibitor). (7) The result is 0 (non-inhibitor). The drug is CN(C)c1nc(N)c(C(=O)N=C(N)N)nc1Cl. (8) The compound is Cc1nc2cnc(N3CCN(C)CC3)nc2n(CCc2ccccc2)c1=O. The result is 1 (inhibitor).